This data is from Peptide-MHC class I binding affinity with 185,985 pairs from IEDB/IMGT. The task is: Regression. Given a peptide amino acid sequence and an MHC pseudo amino acid sequence, predict their binding affinity value. This is MHC class I binding data. (1) The peptide sequence is FLHESDPMVI. The MHC is HLA-A02:01 with pseudo-sequence HLA-A02:01. The binding affinity (normalized) is 0.988. (2) The MHC is HLA-A26:01 with pseudo-sequence HLA-A26:01. The binding affinity (normalized) is 0.0847. The peptide sequence is ARLGKGYMF. (3) The peptide sequence is KAADVTWEEE. The MHC is HLA-A32:01 with pseudo-sequence HLA-A32:01. The binding affinity (normalized) is 0.0380. (4) The peptide sequence is EYSYYSSMY. The MHC is HLA-B08:01 with pseudo-sequence HLA-B08:01. The binding affinity (normalized) is 0.0847. (5) The peptide sequence is PSLQYLALK. The binding affinity (normalized) is 0.288. The MHC is HLA-A31:01 with pseudo-sequence HLA-A31:01. (6) The peptide sequence is ALLGERPII. The MHC is HLA-B58:01 with pseudo-sequence HLA-B58:01. The binding affinity (normalized) is 0.0847. (7) The peptide sequence is YMLMGFQLK. The MHC is HLA-B46:01 with pseudo-sequence HLA-B46:01. The binding affinity (normalized) is 0.0847.